This data is from Reaction yield outcomes from USPTO patents with 853,638 reactions. The task is: Predict the reaction yield, written as a fraction of the theoretical maximum amount of product (1.0 means a 100% yield; for example, 0.34 means a 34% yield). The reactants are [CH:1]([C:3]1[C:4]([OH:15])=[C:5]([CH:11]=[C:12]([CH3:14])[CH:13]=1)[C:6]([O:8][CH2:9][CH3:10])=[O:7])=O.C([O-])([O-])=O.[K+].[K+].C(N(CC)CC)C.[F:29][C:30]([F:39])([F:38])/[CH:31]=[CH:32]/[C:33]([O:35][CH2:36][CH3:37])=[O:34].Cl. The catalyst is CS(C)=O. The product is [CH3:14][C:12]1[CH:13]=[C:3]2[C:4](=[C:5]([C:6]([O:8][CH2:9][CH3:10])=[O:7])[CH:11]=1)[O:15][CH:31]([C:30]([F:29])([F:39])[F:38])[C:32]([C:33]([O:35][CH2:36][CH3:37])=[O:34])=[CH:1]2. The yield is 0.420.